Dataset: Forward reaction prediction with 1.9M reactions from USPTO patents (1976-2016). Task: Predict the product of the given reaction. (1) Given the reactants [CH3:1][C:2]1[CH:10]=[C:9]([CH3:11])[CH:8]=[C:7]([CH3:12])[C:3]=1[C:4]([OH:6])=[O:5].[N+:13]([O-])([OH:15])=[O:14], predict the reaction product. The product is: [N+:13]([C:10]1[C:2]([CH3:1])=[C:3]([C:7]([CH3:12])=[CH:8][C:9]=1[CH3:11])[C:4]([OH:6])=[O:5])([O-:15])=[O:14]. (2) Given the reactants [O:1]=[C:2]1[CH2:8][CH2:7][CH2:6][N:5]([C:9]([O:11][C:12]([CH3:15])([CH3:14])[CH3:13])=[O:10])[CH2:4][CH2:3]1.[BH4-].[Na+], predict the reaction product. The product is: [OH:1][CH:2]1[CH2:8][CH2:7][CH2:6][N:5]([C:9]([O:11][C:12]([CH3:15])([CH3:14])[CH3:13])=[O:10])[CH2:4][CH2:3]1. (3) Given the reactants I[C:2]1[N:6]2[CH:7]=[C:8]([C:11]3[CH:12]=[C:13]([NH:19][S:20]([CH:23]4[CH2:25][CH2:24]4)(=[O:22])=[O:21])[C:14]([O:17][CH3:18])=[N:15][CH:16]=3)[CH:9]=[CH:10][C:5]2=[N:4][CH:3]=1.C(N(CC)CC)C.[CH2:33]([OH:36])[C:34]#[CH:35], predict the reaction product. The product is: [OH:36][CH2:33][C:34]#[C:35][C:2]1[N:6]2[CH:7]=[C:8]([C:11]3[CH:12]=[C:13]([NH:19][S:20]([CH:23]4[CH2:24][CH2:25]4)(=[O:22])=[O:21])[C:14]([O:17][CH3:18])=[N:15][CH:16]=3)[CH:9]=[CH:10][C:5]2=[N:4][CH:3]=1.